Dataset: Full USPTO retrosynthesis dataset with 1.9M reactions from patents (1976-2016). Task: Predict the reactants needed to synthesize the given product. Given the product [CH2:34]([N:3]([CH2:1][CH3:2])[CH2:4]/[CH:5]=[CH:6]\[C:7]1[CH:12]=[C:11]([F:13])[CH:10]=[CH:9][C:8]=1[S:14]([NH:17][C:18]1[CH:26]=[CH:25][C:24]2[N:23]3[CH2:27][CH2:28][CH2:29][C:22]3=[CH:21][C:20]=2[C:19]=1[C:30]([OH:32])=[O:31])(=[O:15])=[O:16])[CH3:35], predict the reactants needed to synthesize it. The reactants are: [CH2:1]([N:3]([CH2:34][CH3:35])[CH2:4]/[CH:5]=[CH:6]\[C:7]1[CH:12]=[C:11]([F:13])[CH:10]=[CH:9][C:8]=1[S:14]([NH:17][C:18]1[CH:26]=[CH:25][C:24]2[N:23]3[CH2:27][CH2:28][CH2:29][C:22]3=[CH:21][C:20]=2[C:19]=1[C:30]([O:32]C)=[O:31])(=[O:16])=[O:15])[CH3:2].O.[OH-].[Li+].C(O)=O.C(O)C.